Task: Predict the reactants needed to synthesize the given product.. Dataset: Full USPTO retrosynthesis dataset with 1.9M reactions from patents (1976-2016) (1) Given the product [F:28][C:2]([F:27])([F:1])[C:3]1[CH:8]=[C:7]([C:9]2[O:13][N:12]=[C:11]([C:14]3[CH:15]=[CH:16][C:17]([NH:20][C:36](=[O:42])[CH2:37][CH2:38][C:39]([OH:41])=[O:40])=[CH:18][CH:19]=3)[CH:10]=2)[CH:6]=[CH:5][C:4]=1[C:21]1[CH:26]=[CH:25][CH:24]=[CH:23][CH:22]=1, predict the reactants needed to synthesize it. The reactants are: [F:1][C:2]([F:28])([F:27])[C:3]1[CH:8]=[C:7]([C:9]2[O:13][N:12]=[C:11]([C:14]3[CH:19]=[CH:18][C:17]([NH2:20])=[CH:16][CH:15]=3)[CH:10]=2)[CH:6]=[CH:5][C:4]=1[C:21]1[CH:26]=[CH:25][CH:24]=[CH:23][CH:22]=1.CN1CCOCC1.[C:36]1(=[O:42])[O:41][C:39](=[O:40])[CH2:38][CH2:37]1. (2) Given the product [CH2:1]([O:8][C:9]([CH:11]1[CH2:16][O:15][C:14]([CH3:18])([CH3:17])[CH2:13][N:12]1[CH2:20][C:21]1[CH:22]=[CH:23][CH:24]=[CH:25][CH:26]=1)=[O:10])[C:2]1[CH:3]=[CH:4][CH:5]=[CH:6][CH:7]=1, predict the reactants needed to synthesize it. The reactants are: [CH2:1]([O:8][C:9]([CH:11]1[CH2:16][O:15][C:14]([CH2:18]I)([CH3:17])[CH2:13][N:12]1[CH2:20][C:21]1[CH:26]=[CH:25][CH:24]=[CH:23][CH:22]=1)=[O:10])[C:2]1[CH:7]=[CH:6][CH:5]=[CH:4][CH:3]=1.C([SnH](CCCC)CCCC)CCC.CC(N=NC(C#N)(C)C)(C#N)C.